From a dataset of Forward reaction prediction with 1.9M reactions from USPTO patents (1976-2016). Predict the product of the given reaction. (1) Given the reactants N1[CH:6]=[CH:5][CH:4]=[C:3]([NH:7][C:8](=[S:30])[O:9][CH2:10]/[CH:11]=[C:12](\[CH3:29])/[CH2:13][CH2:14]/[CH:15]=[C:16](\[CH3:28])/[CH2:17][CH2:18]/[CH:19]=[C:20](\[CH3:27])/[CH2:21][CH2:22][CH:23]=[C:24]([CH3:26])[CH3:25])C=1.C(C/C(/C)=C/CC/C(/C)=C/[CH2:48][OH:49])/C=C(/CCC=C(C)C)\C.O1C=CC=C1CN=C=S, predict the reaction product. The product is: [O:49]1[CH:48]=[CH:6][CH:5]=[C:4]1[CH2:3][NH:7][C:8](=[S:30])[O:9][CH2:10]/[CH:11]=[C:12](\[CH3:29])/[CH2:13][CH2:14]/[CH:15]=[C:16](\[CH3:28])/[CH2:17][CH2:18]/[CH:19]=[C:20](\[CH3:27])/[CH2:21][CH2:22][CH:23]=[C:24]([CH3:25])[CH3:26]. (2) Given the reactants [CH:1]1([CH2:4][C:5](Cl)=[O:6])[CH2:3][CH2:2]1.[NH:8]([C:10]1[N:11]=[N:12][CH:13]=[C:14]([N:20]2[CH2:25][CH2:24][CH:23]([C:26]3[CH:31]=[CH:30][CH:29]=[CH:28][CH:27]=3)[CH2:22][CH2:21]2)[C:15]=1[C:16]([F:19])([F:18])[F:17])[NH2:9], predict the reaction product. The product is: [CH:1]1([CH2:4][C:5]([NH:9][NH:8][C:10]2[N:11]=[N:12][CH:13]=[C:14]([N:20]3[CH2:25][CH2:24][CH:23]([C:26]4[CH:31]=[CH:30][CH:29]=[CH:28][CH:27]=4)[CH2:22][CH2:21]3)[C:15]=2[C:16]([F:18])([F:19])[F:17])=[O:6])[CH2:3][CH2:2]1.